This data is from Full USPTO retrosynthesis dataset with 1.9M reactions from patents (1976-2016). The task is: Predict the reactants needed to synthesize the given product. (1) Given the product [CH3:1][C:2]#[C:3][CH2:4][N:5]1[C:9]([N:10]2[CH2:15][C@H:14]([NH2:16])[CH2:13][CH2:12][CH2:11]2)=[N:8][C:7]2[N:17]([CH3:35])[C:18]([N:20]([CH2:23][C:24]3[N:25]=[C:26]([CH3:34])[C:27]4[CH:28]=[CH:29][CH:30]=[CH:31][C:32]=4[N:33]=3)[C:21](=[O:22])[C:6]1=2)=[O:19], predict the reactants needed to synthesize it. The reactants are: [CH3:1][C:2]#[C:3][CH2:4][N:5]1[C:9]([N:10]2[CH2:15][C@H:14]([NH2:16])[CH2:13][CH2:12][CH2:11]2)=[N:8][C:7]2[N:17]([CH3:35])[C:18]([N:20]([CH2:23][C:24]3[N:25]=[C:26]([CH3:34])[C:27]4[CH:28]=[CH:29][CH:30]=[CH:31][C:32]=4[N:33]=3)[C:21](=[O:22])[C:6]1=2)=[O:19].C([C@H]([C@@H](C([O-])=O)O)O)([O-])=O.[OH-].[Li+].[OH-].[Na+].[OH-].[K+]. (2) Given the product [CH3:20][C:21]1[CH:26]=[CH:25][N:24]=[CH:23][C:22]=1[C:2]1[C:11]2[CH2:10][CH2:9][CH2:8][CH2:7][C:6]=2[N:5]=[C:4]([O:12][CH2:13][C:14]2[CH:19]=[CH:18][CH:17]=[CH:16][N:15]=2)[CH:3]=1, predict the reactants needed to synthesize it. The reactants are: Cl[C:2]1[C:11]2[CH2:10][CH2:9][CH2:8][CH2:7][C:6]=2[N:5]=[C:4]([O:12][CH2:13][C:14]2[CH:19]=[CH:18][CH:17]=[CH:16][N:15]=2)[CH:3]=1.[CH3:20][C:21]1[CH:26]=[CH:25][N:24]=[CH:23][C:22]=1B(O)O.C(Cl)Cl.C(=O)([O-])[O-].[K+].[K+].